Dataset: Peptide-MHC class I binding affinity with 185,985 pairs from IEDB/IMGT. Task: Regression. Given a peptide amino acid sequence and an MHC pseudo amino acid sequence, predict their binding affinity value. This is MHC class I binding data. (1) The peptide sequence is LARFNPDAV. The MHC is H-2-Kb with pseudo-sequence H-2-Kb. The binding affinity (normalized) is 0.364. (2) The peptide sequence is AALQGGGPP. The MHC is HLA-B15:03 with pseudo-sequence HLA-B15:03. The binding affinity (normalized) is 0. (3) The peptide sequence is YMKPGSSPL. The MHC is HLA-A31:01 with pseudo-sequence HLA-A31:01. The binding affinity (normalized) is 0.0847. (4) The peptide sequence is RYPLCFGW. The MHC is HLA-B58:01 with pseudo-sequence HLA-B58:01. The binding affinity (normalized) is 0.257. (5) The peptide sequence is ITVTVTFNPV. The MHC is HLA-A02:01 with pseudo-sequence HLA-A02:01. The binding affinity (normalized) is 0.190. (6) The peptide sequence is FQPQNNQFI. The MHC is H-2-Db with pseudo-sequence H-2-Db. The binding affinity (normalized) is 0.204. (7) The peptide sequence is LFILLLCL. The MHC is H-2-Kb with pseudo-sequence H-2-Kb. The binding affinity (normalized) is 0.118. (8) The peptide sequence is ILPVIFLSI. The MHC is HLA-A02:01 with pseudo-sequence HLA-A02:01. The binding affinity (normalized) is 1.00.